From a dataset of Forward reaction prediction with 1.9M reactions from USPTO patents (1976-2016). Predict the product of the given reaction. (1) Given the reactants [OH:1][C:2]1[CH:7]=[CH:6][C:5](/[CH:8]=[CH:9]/[C:10](=[O:23])[CH2:11][C:12](=[O:22])/[CH:13]=[CH:14]/[C:15]2[CH:20]=[CH:19][C:18]([OH:21])=[CH:17][CH:16]=2)=[C:4]([O:24][CH3:25])[CH:3]=1.CN(C)C1C=CC(/C=C/C(=O)CC(=O)/C=C/C2C=CC(O)=C(OC)C=2)=CC=1, predict the reaction product. The product is: [OH:1][C:2]1[CH:7]=[CH:6][C:5]([CH2:8][CH2:9][C:10](=[O:23])[CH2:11][C:12](=[O:22])[CH2:13][CH2:14][C:15]2[CH:16]=[CH:17][C:18]([OH:21])=[CH:19][CH:20]=2)=[C:4]([O:24][CH3:25])[CH:3]=1. (2) Given the reactants C(OC(=O)[NH:7][C:8]1[CH:13]=[C:12]([S:14]([CH3:17])(=[O:16])=[O:15])[CH:11]=[C:10]([C:18]2[CH:22]=[C:21]([CH:23]3[CH2:25][CH2:24]3)[NH:20][N:19]=2)[CH:9]=1)(C)(C)C, predict the reaction product. The product is: [CH:23]1([C:21]2[NH:20][N:19]=[C:18]([C:10]3[CH:9]=[C:8]([CH:13]=[C:12]([S:14]([CH3:17])(=[O:15])=[O:16])[CH:11]=3)[NH2:7])[CH:22]=2)[CH2:25][CH2:24]1. (3) Given the reactants [O:1]=[C:2]1[CH:7]([N:8]2[CH2:16][C:15]3[C:10](=[CH:11][CH:12]=[C:13]([CH2:17][NH:18][C:19](=[O:38])[NH:20][C:21]4[CH:22]=[C:23]5[C:28](=[CH:29][CH:30]=4)[CH2:27][N:26](C(OC(C)(C)C)=O)[CH2:25][CH2:24]5)[CH:14]=3)[C:9]2=[O:39])[CH2:6][CH2:5][C:4](=[O:40])[NH:3]1.Cl, predict the reaction product. The product is: [O:1]=[C:2]1[CH:7]([N:8]2[CH2:16][C:15]3[C:10](=[CH:11][CH:12]=[C:13]([CH2:17][NH:18][C:19]([NH:20][C:21]4[CH:22]=[C:23]5[C:28](=[CH:29][CH:30]=4)[CH2:27][NH:26][CH2:25][CH2:24]5)=[O:38])[CH:14]=3)[C:9]2=[O:39])[CH2:6][CH2:5][C:4](=[O:40])[NH:3]1.